This data is from Full USPTO retrosynthesis dataset with 1.9M reactions from patents (1976-2016). The task is: Predict the reactants needed to synthesize the given product. (1) The reactants are: [NH2:1][C:2]1[C:10]([F:11])=[CH:9][CH:8]=[CH:7][C:3]=1[C:4]([OH:6])=[O:5].[F:12][C:13]([F:24])([F:23])[C:14](O[C:14](=[O:15])[C:13]([F:24])([F:23])[F:12])=[O:15].[OH-].[Na+]. Given the product [F:11][C:10]1[C:2]([NH:1][C:14](=[O:15])[C:13]([F:24])([F:23])[F:12])=[C:3]([CH:7]=[CH:8][CH:9]=1)[C:4]([OH:6])=[O:5], predict the reactants needed to synthesize it. (2) Given the product [CH:9]1([C:12]2[C:13]([O:22][CH2:23][C:24]([F:27])([F:25])[F:26])=[CH:14][C:15]([C:18]3[N:20]=[C:6]([C:2]4([CH3:1])[CH2:3][O:4][CH2:5]4)[O:8][N:19]=3)=[N:16][CH:17]=2)[CH2:11][CH2:10]1, predict the reactants needed to synthesize it. The reactants are: [CH3:1][C:2]1([C:6]([OH:8])=O)[CH2:5][O:4][CH2:3]1.[CH:9]1([C:12]2[C:13]([O:22][CH2:23][C:24]([F:27])([F:26])[F:25])=[CH:14][C:15]([C:18](=[N:20]O)[NH2:19])=[N:16][CH:17]=2)[CH2:11][CH2:10]1.